This data is from Experimentally validated miRNA-target interactions with 360,000+ pairs, plus equal number of negative samples. The task is: Binary Classification. Given a miRNA mature sequence and a target amino acid sequence, predict their likelihood of interaction. (1) The protein sequence of the target gene is MSAGGNARKSTGRPSYYYRLLRRPRLQRQRSRSRSRTRPARESPQERPGSRRSLPGSMSEKNPSMEPSASTPFRVTGFLSRRLKGSIKRTKSQPKLDRNHSFRHILPGFRSAAAAAADNERSHLMPRLKESRSHESLLSPSSAVEALDLSMEEEVIIKPVHSSILGQDYCFEVTTSSGSKCFSCRSAAERDKWMENLRRAVHPNKDNSRRVEHILKLWVIEAKDLPAKKKYLCELCLDDVLYARTTSKLKTDNVFWGEHFEFHNLPPLRTVTVHLYRETDKKKKKERNSYLGLVSLPAAS.... The miRNA is mmu-miR-187-3p with sequence UCGUGUCUUGUGUUGCAGCCGG. Result: 0 (no interaction). (2) The miRNA is mmu-miR-344d-3p with sequence GAUAUAACCACUGCCAGACUGA. The protein sequence of the target gene is MRIICRQIVLLFSGFWGLAMGAFPSSVQIGGLFIRNTDQEYTAFRLAIFLHNTSPNASEAPFNLVPHVDNIETANSFAVTNAFCSQYSRGVFAIFGLYDKRSVHTLTSFCSALHISLITPSFPTEGESQFVLQLRPSLRGALLSLLDHYEWNCFVFLYDTDRGYSILQAIMEKAGQNGWHVSAICVENFNDVSYRQLLEELDRRQEKKFVIDCEIERLQNILEQIVSVGKHVKGYHYIIANLGFKDISLERFIHGGANVTGFQLVDFNTPMVTKLMDRWKKLDQREYPGSETPPKYTSAL.... Result: 0 (no interaction).